The task is: Regression. Given two drug SMILES strings and cell line genomic features, predict the synergy score measuring deviation from expected non-interaction effect.. This data is from NCI-60 drug combinations with 297,098 pairs across 59 cell lines. (1) Cell line: OVCAR3. Synergy scores: CSS=79.7, Synergy_ZIP=10.2, Synergy_Bliss=9.08, Synergy_Loewe=11.9, Synergy_HSA=13.4. Drug 2: CCC1=CC2CC(C3=C(CN(C2)C1)C4=CC=CC=C4N3)(C5=C(C=C6C(=C5)C78CCN9C7C(C=CC9)(C(C(C8N6C)(C(=O)OC)O)OC(=O)C)CC)OC)C(=O)OC.C(C(C(=O)O)O)(C(=O)O)O. Drug 1: COC1=C(C=C2C(=C1)N=CN=C2NC3=CC(=C(C=C3)F)Cl)OCCCN4CCOCC4. (2) Drug 1: CS(=O)(=O)CCNCC1=CC=C(O1)C2=CC3=C(C=C2)N=CN=C3NC4=CC(=C(C=C4)OCC5=CC(=CC=C5)F)Cl. Drug 2: C1=CN(C=N1)CC(O)(P(=O)(O)O)P(=O)(O)O. Cell line: NCIH23. Synergy scores: CSS=-0.712, Synergy_ZIP=0.654, Synergy_Bliss=2.87, Synergy_Loewe=-2.35, Synergy_HSA=-1.16. (3) Drug 1: C1=CN(C(=O)N=C1N)C2C(C(C(O2)CO)O)O.Cl. Drug 2: C(CN)CNCCSP(=O)(O)O. Cell line: OVCAR3. Synergy scores: CSS=31.3, Synergy_ZIP=2.78, Synergy_Bliss=6.94, Synergy_Loewe=-14.8, Synergy_HSA=6.76.